From a dataset of Forward reaction prediction with 1.9M reactions from USPTO patents (1976-2016). Predict the product of the given reaction. (1) Given the reactants Br[C:2]1[CH:7]=[CH:6][C:5]([C:8]2[NH:12][CH:11]3[CH2:13][CH2:14][CH2:15][CH2:16][CH:10]3[N:9]=2)=[CH:4][CH:3]=1.[C:17]([C:19]1[CH:24]=[CH:23][CH:22]=[CH:21][CH:20]=1)#[CH:18].C1C=CC(P(C2C=CC=CC=2)C2C=CC=CC=2)=CC=1.CCN(CC)CC, predict the reaction product. The product is: [C:19]1([C:17]#[C:18][C:2]2[CH:7]=[CH:6][C:5]([C:8]3[NH:12][CH:11]4[CH2:13][CH2:14][CH2:15][CH2:16][CH:10]4[N:9]=3)=[CH:4][CH:3]=2)[CH:24]=[CH:23][CH:22]=[CH:21][CH:20]=1. (2) Given the reactants [NH2:17][C:16]1[CH:18]=[CH:19][C:20]([O:22][C:23]([F:24])([F:25])[F:26])=[CH:21][C:15]=1[S:14][S:14][C:15]1[CH:21]=[C:20]([O:22][C:23]([F:26])([F:25])[F:24])[CH:19]=[CH:18][C:16]=1[NH2:17].[CH3:27][C:28]1([CH3:36])[CH2:33][NH:32][C:31](=[O:34])[CH2:30][C:29]1=O, predict the reaction product. The product is: [CH3:27][C:28]1([CH3:36])[C:29]2[NH:17][C:16]3[CH:18]=[CH:19][C:20]([O:22][C:23]([F:24])([F:25])[F:26])=[CH:21][C:15]=3[S:14][C:30]=2[C:31](=[O:34])[NH:32][CH2:33]1. (3) Given the reactants Cl[C:2]1[N:7]=[C:6]([Cl:8])[N:5]=[C:4]([Cl:9])[N:3]=1.CC[N:12]([CH:16]([CH3:18])C)[CH:13]([CH3:15])C.N1CCCC1, predict the reaction product. The product is: [Cl:9][C:4]1[N:5]=[C:6]([Cl:8])[N:7]=[C:2]([N:12]2[CH2:13][CH2:15][CH2:18][CH2:16]2)[N:3]=1. (4) Given the reactants [S:1](Cl)([C:4]1[CH:10]=[CH:9][C:7]([CH3:8])=[CH:6][CH:5]=1)(=[O:3])=[O:2].[I:12][C:13]1[CH:14]=[CH:15][C:16]2[NH:17][C:18]3[C:23]([C:24]=2[CH:25]=1)=[CH:22][CH:21]=[CH:20][CH:19]=3.[OH-].[K+].O, predict the reaction product. The product is: [I:12][C:13]1[CH:14]=[CH:15][C:16]2[N:17]([S:1]([C:4]3[CH:10]=[CH:9][C:7]([CH3:8])=[CH:6][CH:5]=3)(=[O:3])=[O:2])[C:18]3[C:23]([C:24]=2[CH:25]=1)=[CH:22][CH:21]=[CH:20][CH:19]=3. (5) Given the reactants Cl.Cl.Cl.[N:4]1[CH:9]=[CH:8][C:7]([C:10]2[N:14]3[N:15]=[C:16]([NH:19][C@H:20]4[CH2:25][CH2:24][C@H:23]([NH2:26])[CH2:22][CH2:21]4)[CH:17]=[CH:18][C:13]3=[N:12][CH:11]=2)=[CH:6][CH:5]=1.C(N(CC)CC)C.[C:34]1([CH2:40][C:41](Cl)=[O:42])[CH:39]=[CH:38][CH:37]=[CH:36][CH:35]=1.CO, predict the reaction product. The product is: [C:34]1([CH2:40][C:41]([NH:26][C@H:23]2[CH2:22][CH2:21][C@H:20]([NH:19][C:16]3[CH:17]=[CH:18][C:13]4[N:14]([C:10]([C:7]5[CH:8]=[CH:9][N:4]=[CH:5][CH:6]=5)=[CH:11][N:12]=4)[N:15]=3)[CH2:25][CH2:24]2)=[O:42])[CH:39]=[CH:38][CH:37]=[CH:36][CH:35]=1. (6) The product is: [CH3:24][C:23]1[CH:22]=[C:21]2[C:16]([CH:17]=[CH:18][NH:19][C:20]2=[O:25])=[CH:15][C:14]=1[O:13][C@H:10]1[CH2:11][CH2:12][NH:8][CH2:9]1. Given the reactants C(OC([N:8]1[CH2:12][CH2:11][C@H:10]([O:13][C:14]2[CH:15]=[C:16]3[C:21](=[CH:22][C:23]=2[CH3:24])[C:20](=[O:25])[N:19](CC2C=CC(OC)=CC=2)[CH:18]=[CH:17]3)[CH2:9]1)=O)(C)(C)C.FC(F)(F)C(O)=O, predict the reaction product.